From a dataset of Catalyst prediction with 721,799 reactions and 888 catalyst types from USPTO. Predict which catalyst facilitates the given reaction. (1) Reactant: O.C[Si]([Cl:6])(C)C.[CH3:7][N:8]([CH2:10][CH:11]1[CH:17]2[CH2:18][CH:14]([CH2:15][CH2:16]2)[CH:13]=[C:12]1[C:19]1[CH:20]=[C:21]([OH:25])[CH:22]=[CH:23][CH:24]=1)[CH3:9]. Product: [ClH:6].[CH3:9][N:8]([CH2:10][CH:11]1[CH:17]2[CH2:18][CH:14]([CH2:15][CH2:16]2)[CH:13]=[C:12]1[C:19]1[CH:20]=[C:21]([OH:25])[CH:22]=[CH:23][CH:24]=1)[CH3:7]. The catalyst class is: 131. (2) Reactant: [CH3:1][Si:2]([CH3:62])([CH3:61])[CH2:3][CH2:4][O:5][CH2:6][O:7][C:8]1[C:17]2[C:12](=[CH:13][CH:14]=[CH:15][CH:16]=2)[CH:11]=[C:10]([CH2:18][O:19][CH:20]2[CH:25]([C:26]3[CH:31]=[CH:30][C:29]([CH2:32][CH2:33][O:34]C(C4C=CC=CC=4)(C4C=CC=CC=4)C4C=CC=CC=4)=[CH:28][CH:27]=3)[CH2:24][CH2:23][N:22]([C:54]([O:56][C:57]([CH3:60])([CH3:59])[CH3:58])=[O:55])[CH2:21]2)[CH:9]=1.FC(F)(F)C(O)=O.FC(F)(F)C(OC(=O)C(F)(F)F)=O.C(N(CC)CC)C. Product: [OH:34][CH2:33][CH2:32][C:29]1[CH:28]=[CH:27][C:26]([CH:25]2[CH2:24][CH2:23][N:22]([C:54]([O:56][C:57]([CH3:60])([CH3:59])[CH3:58])=[O:55])[CH2:21][CH:20]2[O:19][CH2:18][C:10]2[CH:9]=[C:8]([O:7][CH2:6][O:5][CH2:4][CH2:3][Si:2]([CH3:1])([CH3:62])[CH3:61])[C:17]3[C:12](=[CH:13][CH:14]=[CH:15][CH:16]=3)[CH:11]=2)=[CH:31][CH:30]=1. The catalyst class is: 61. (3) Reactant: [Cl:1][C:2]1[N:7]=[CH:6][C:5]([NH:8][CH2:9][CH2:10][CH2:11][NH2:12])=[CH:4][CH:3]=1.[F:13][C:14]([F:29])([F:28])[C:15]1[CH:16]=[C:17]([CH:21]=[C:22]([C:24]([F:27])([F:26])[F:25])[CH:23]=1)[C:18](O)=[O:19].O.ON1C2C=CC=CC=2N=N1.Cl.CN(C)CCCN=C=NCC.C(N(CC)C(C)C)(C)C. Product: [Cl:1][C:2]1[N:7]=[CH:6][C:5]([NH:8][CH2:9][CH2:10][CH2:11][NH:12][C:18](=[O:19])[C:17]2[CH:21]=[C:22]([C:24]([F:25])([F:26])[F:27])[CH:23]=[C:15]([C:14]([F:13])([F:28])[F:29])[CH:16]=2)=[CH:4][CH:3]=1. The catalyst class is: 56. (4) Reactant: [Br:1][C:2]1[CH:7]=[C:6]([Cl:8])[CH:5]=[CH:4][C:3]=1[CH:9]1[CH2:14][CH:13]([S:15]([C:18]2[CH:23]=[CH:22][CH:21]=[C:20]([C:24]([F:27])([F:26])[F:25])[CH:19]=2)(=[O:17])=[O:16])[CH2:12][CH2:11][O:10]1.[CH3:28]C([O-])(C)C.[K+].C1OCCOCCOCCOCCOCCOC1.CI. Product: [Br:1][C:2]1[CH:7]=[C:6]([Cl:8])[CH:5]=[CH:4][C:3]=1[CH:9]1[CH2:14][C:13]([CH3:28])([S:15]([C:18]2[CH:23]=[CH:22][CH:21]=[C:20]([C:24]([F:26])([F:27])[F:25])[CH:19]=2)(=[O:16])=[O:17])[CH2:12][CH2:11][O:10]1. The catalyst class is: 20. (5) The catalyst class is: 5. Reactant: [CH3:1][O:2][C:3]1[CH:4]=[C:5]2[CH2:14][CH:13]([CH2:15][CH:16]3[CH2:21][CH2:20][N:19]([CH2:22][C:23]4[CH:24]=[CH:25][CH:26]=[CH:27][CH:28]=4)[CH2:18][CH2:17]3)[C:11](=[O:12])[C:6]2=[CH:7][C:8]=1[O:9][CH3:10]. Product: [CH3:1][O:2][C:3]1[CH:4]=[C:5]2[CH2:14][CH:13]([CH2:15][CH:16]3[CH2:17][CH2:18][N:19]([CH2:22][C:23]4[CH:28]=[CH:27][CH:26]=[CH:25][CH:24]=4)[CH2:20][CH2:21]3)[C:11](=[O:12])[C:6]2=[CH:7][C:8]=1[O:9][CH3:10].[CH3:1][OH:2].